The task is: Predict the reactants needed to synthesize the given product.. This data is from Full USPTO retrosynthesis dataset with 1.9M reactions from patents (1976-2016). (1) Given the product [NH3:8].[Cl:34][C:35]1[CH:60]=[CH:59][C:38]2[N:39]3[C:43]([CH2:44][N:45]([C:30](=[O:31])[CH2:29][CH2:28][N:27]([CH3:33])[CH3:26])[CH2:46][C:37]=2[CH:36]=1)=[N:42][N:41]=[C:40]3[CH:47]1[CH2:48][CH2:49][N:50]([C:53]2[CH:58]=[CH:57][CH:56]=[CH:55][N:54]=2)[CH2:51][CH2:52]1, predict the reactants needed to synthesize it. The reactants are: F[P-](F)(F)(F)(F)F.[N:8]1(OC(N(C)C)=[N+](C)C)C2C=CC=CC=2N=N1.Cl.[CH3:26][N:27]([CH3:33])[CH2:28][CH2:29][C:30](O)=[O:31].[Cl:34][C:35]1[CH:60]=[CH:59][C:38]2[N:39]3[C:43]([CH2:44][NH:45][CH2:46][C:37]=2[CH:36]=1)=[N:42][N:41]=[C:40]3[CH:47]1[CH2:52][CH2:51][N:50]([C:53]2[CH:58]=[CH:57][CH:56]=[CH:55][N:54]=2)[CH2:49][CH2:48]1. (2) Given the product [Cl:1][C:2]1[CH:9]=[CH:8][CH:7]=[C:6]([C:10]([F:11])([F:12])[F:13])[C:3]=1[CH:4]([OH:5])[CH3:14], predict the reactants needed to synthesize it. The reactants are: [Cl:1][C:2]1[CH:9]=[CH:8][CH:7]=[C:6]([C:10]([F:13])([F:12])[F:11])[C:3]=1[CH:4]=[O:5].[CH3:14][Mg+].[Br-].[NH4+].[Cl-]. (3) Given the product [F:1][C:2]1[CH:3]=[C:4]([NH:30][C:31](=[O:33])[CH3:32])[CH:5]=[CH:6][C:7]=1[O:8][C:9]1[CH:14]=[CH:13][N:12]=[C:11]2[N:15]([S:20]([C:23]3[CH:28]=[CH:27][C:26]([CH3:29])=[CH:25][CH:24]=3)(=[O:21])=[O:22])[CH:16]=[C:17]([CH2:18][CH2:19][OH:35])[C:10]=12, predict the reactants needed to synthesize it. The reactants are: [F:1][C:2]1[CH:3]=[C:4]([NH:30][C:31](=[O:33])[CH3:32])[CH:5]=[CH:6][C:7]=1[O:8][C:9]1[CH:14]=[CH:13][N:12]=[C:11]2[N:15]([S:20]([C:23]3[CH:28]=[CH:27][C:26]([CH3:29])=[CH:25][CH:24]=3)(=[O:22])=[O:21])[CH:16]=[C:17]([CH:18]=[CH2:19])[C:10]=12.B.[OH-:35].[Na+].OO. (4) Given the product [C:1]([O:5][C:6]([N:8]1[CH2:9][CH2:10][CH:11]([CH2:14][O:15][CH2:16][CH:17]([NH:24][C:35]([C:31]2[CH:30]=[C:29]3[C:34]([C:26]([Cl:25])=[CH:27][NH:28]3)=[CH:33][CH:32]=2)=[O:36])[C:18]2[CH:19]=[CH:20][N:21]=[CH:22][CH:23]=2)[CH2:12][CH2:13]1)=[O:7])([CH3:4])([CH3:2])[CH3:3], predict the reactants needed to synthesize it. The reactants are: [C:1]([O:5][C:6]([N:8]1[CH2:13][CH2:12][CH:11]([CH2:14][O:15][CH2:16][CH:17]([NH2:24])[C:18]2[CH:23]=[CH:22][N:21]=[CH:20][CH:19]=2)[CH2:10][CH2:9]1)=[O:7])([CH3:4])([CH3:3])[CH3:2].[Cl:25][C:26]1[C:34]2[C:29](=[CH:30][C:31]([C:35](O)=[O:36])=[CH:32][CH:33]=2)[NH:28][CH:27]=1. (5) Given the product [Cl:1][C:2]1[CH:34]=[CH:33][C:5]([CH2:6][N:7]2[CH2:12][CH2:11][CH:10]([NH:13][CH2:14][C@@:15]([OH:32])([CH3:31])[CH2:16][O:17][C:18]3[CH:23]=[C:22]([F:24])[CH:21]=[CH:20][C:19]=3[CH:25]([CH3:30])[C:26]([OH:28])=[O:27])[CH2:9][CH2:8]2)=[CH:4][CH:3]=1, predict the reactants needed to synthesize it. The reactants are: [Cl:1][C:2]1[CH:34]=[CH:33][C:5]([CH2:6][N:7]2[CH2:12][CH2:11][CH:10]([NH:13][CH2:14][C@@:15]([OH:32])([CH3:31])[CH2:16][O:17][C:18]3[CH:23]=[C:22]([F:24])[CH:21]=[CH:20][C:19]=3[CH:25]([CH3:30])[C:26]([O:28]C)=[O:27])[CH2:9][CH2:8]2)=[CH:4][CH:3]=1.CO.O.[Li+].[OH-]. (6) Given the product [NH2:13][CH2:12][CH2:11][CH2:10][CH2:9][C:5]1[C:4]([NH:24][CH2:25][CH2:26][CH2:27][CH2:28][CH3:29])=[N:3][C:2]([NH2:1])=[N:7][C:6]=1[CH3:8], predict the reactants needed to synthesize it. The reactants are: [NH2:1][C:2]1[N:7]=[C:6]([CH3:8])[C:5]([C:9]#[C:10][CH2:11][CH2:12][NH:13]C(=O)OCC2C=CC=CC=2)=[C:4]([NH:24][CH2:25][CH2:26][CH2:27][CH2:28][CH3:29])[N:3]=1. (7) Given the product [C@H:26]1([NH:35][C:36]2[CH:45]=[CH:44][C:43]3[C:38](=[CH:39][CH:40]=[C:41]([NH:46][C:1]([NH:25][CH:22]4[CH2:21][CH2:20][N:19]([CH2:18][CH2:17][S:16][CH3:15])[CH2:24][CH2:23]4)=[O:12])[CH:42]=3)[N:37]=2)[C:34]2[C:29](=[CH:30][CH:31]=[CH:32][CH:33]=2)[CH2:28][CH2:27]1, predict the reactants needed to synthesize it. The reactants are: [C:1](=[O:12])(OC(Cl)(Cl)Cl)OC(Cl)(Cl)Cl.Cl.Cl.[CH3:15][S:16][CH2:17][CH2:18][N:19]1[CH2:24][CH2:23][CH:22]([NH2:25])[CH2:21][CH2:20]1.[C@H:26]1([NH:35][C:36]2[CH:45]=[CH:44][C:43]3[C:38](=[CH:39][CH:40]=[C:41]([NH2:46])[CH:42]=3)[N:37]=2)[C:34]2[C:29](=[CH:30][CH:31]=[CH:32][CH:33]=2)[CH2:28][CH2:27]1. (8) Given the product [NH2:22][C:18]1[C:17]2[N:23]=[C:24]([CH2:26][CH2:27][CH3:28])[S:25][C:16]=2[C:15]2[CH:14]=[CH:13][C:12]([O:11][CH2:10][CH2:9][CH2:8][NH:7][S:41]([C:36]3[C:37]4[C:32](=[C:31]([N:30]([CH3:45])[CH3:29])[CH:40]=[CH:39][CH:38]=4)[CH:33]=[CH:34][CH:35]=3)(=[O:43])=[O:42])=[CH:21][C:20]=2[N:19]=1, predict the reactants needed to synthesize it. The reactants are: N1C=CC=CC=1.[NH2:7][CH2:8][CH2:9][CH2:10][O:11][C:12]1[CH:13]=[CH:14][C:15]2[C:16]3[S:25][C:24]([CH2:26][CH2:27][CH3:28])=[N:23][C:17]=3[C:18]([NH2:22])=[N:19][C:20]=2[CH:21]=1.[CH3:29][N:30]([CH3:45])[C:31]1[CH:40]=[CH:39][CH:38]=[C:37]2[C:32]=1[CH:33]=[CH:34][CH:35]=[C:36]2[S:41](Cl)(=[O:43])=[O:42].O. (9) Given the product [Br:1][C:2]1[C:7]2=[N:8][C:9]([C:12]([NH:19][C:16]([CH3:18])([CH3:17])[CH3:15])=[O:14])=[CH:10][N:11]=[C:6]2[CH:5]=[N:4][CH:3]=1, predict the reactants needed to synthesize it. The reactants are: [Br:1][C:2]1[C:7]2=[N:8][C:9]([C:12]([OH:14])=O)=[CH:10][N:11]=[C:6]2[CH:5]=[N:4][CH:3]=1.[CH3:15][C:16]([NH2:19])([CH3:18])[CH3:17].C(N(CC)CC)C.F[P-](F)(F)(F)(F)F.C[N+](C)=C(N(C)C)O. (10) Given the product [ClH:49].[ClH:49].[CH3:41][N:37]1[C:38]2[C:33](=[CH:32][C:31]([O:30][CH2:29][CH2:28][CH2:27][CH2:26][CH2:25][N:11]([CH2:10][C:9]3[CH:20]=[CH:21][CH:22]=[CH:23][C:8]=3[CH3:7])[CH2:12][CH2:13][C:14]3[CH:15]=[N:16][CH:17]=[CH:18][CH:19]=3)=[CH:40][CH:39]=2)[CH:34]=[CH:35][C:36]1=[O:42], predict the reactants needed to synthesize it. The reactants are: C(=O)([O-])[O-].[K+].[K+].[CH3:7][C:8]1[CH:23]=[CH:22][CH:21]=[CH:20][C:9]=1[CH2:10][NH:11][CH2:12][CH2:13][C:14]1[CH:15]=[N:16][CH:17]=[CH:18][CH:19]=1.Br[CH2:25][CH2:26][CH2:27][CH2:28][CH2:29][O:30][C:31]1[CH:32]=[C:33]2[C:38](=[CH:39][CH:40]=1)[N:37]([CH3:41])[C:36](=[O:42])[CH:35]=[CH:34]2.C(OC(=O)C)C.[ClH:49].